This data is from Full USPTO retrosynthesis dataset with 1.9M reactions from patents (1976-2016). The task is: Predict the reactants needed to synthesize the given product. (1) Given the product [C:9]([O:13][C:14]([N:16]1[CH2:21][CH2:20][N:19]([C:2]2[N:7]=[C:6]([Cl:8])[CH:5]=[CH:4][N:3]=2)[CH2:18][CH2:17]1)=[O:15])([CH3:12])([CH3:10])[CH3:11], predict the reactants needed to synthesize it. The reactants are: Cl[C:2]1[N:7]=[C:6]([Cl:8])[CH:5]=[CH:4][N:3]=1.[C:9]([O:13][C:14]([N:16]1[CH2:21][CH2:20][N:19](C)[CH2:18][CH2:17]1)=[O:15])([CH3:12])([CH3:11])[CH3:10]. (2) Given the product [CH:1]1([C:5]2[N:13]3[C:8]([C:9]([NH2:14])=[N:10][CH:11]=[N:12]3)=[C:7]([C:18]3[C:17]([F:16])=[C:26]4[C:21]([CH:22]=[CH:23][C:24]([C:27]5[CH:28]=[CH:29][CH:30]=[CH:31][CH:32]=5)=[N:25]4)=[CH:20][CH:19]=3)[N:6]=2)[CH2:4][CH2:3][CH2:2]1, predict the reactants needed to synthesize it. The reactants are: [CH:1]1([C:5]2[N:13]3[C:8]([C:9]([NH2:14])=[N:10][CH:11]=[N:12]3)=[C:7](I)[N:6]=2)[CH2:4][CH2:3][CH2:2]1.[F:16][C:17]1[C:18](B2OC(C)(C)C(C)(C)O2)=[CH:19][CH:20]=[C:21]2[C:26]=1[N:25]=[C:24]([C:27]1[CH:32]=[CH:31][CH:30]=[CH:29][CH:28]=1)[CH:23]=[CH:22]2.C(=O)([O-])[O-].[Cs+].[Cs+].N#N.C(=O)(O)[O-].[Na+].